From a dataset of Catalyst prediction with 721,799 reactions and 888 catalyst types from USPTO. Predict which catalyst facilitates the given reaction. (1) Reactant: [OH-].[Na+].[CH3:3][N:4]([CH3:27])[CH2:5][C:6]1[N:17](S(C2C=CC=CC=2)(=O)=O)[C:9]2=[N:10][CH:11]=[C:12]([N+:14]([O-:16])=[O:15])[CH:13]=[C:8]2[CH:7]=1.O.C(OCC)(=O)C. Product: [CH3:3][N:4]([CH3:27])[CH2:5][C:6]1[NH:17][C:9]2=[N:10][CH:11]=[C:12]([N+:14]([O-:16])=[O:15])[CH:13]=[C:8]2[CH:7]=1. The catalyst class is: 1. (2) Reactant: Cl.O1CCOCC1.C(OC([N:15]1[CH2:20][CH2:19][C:18]([C:22]2[O:23][C:24]([CH:27]([CH3:29])[CH3:28])=[N:25][N:26]=2)([CH3:21])[CH2:17][CH2:16]1)=O)(C)(C)C. Product: [CH:27]([C:24]1[O:23][C:22]([C:18]2([CH3:21])[CH2:19][CH2:20][NH:15][CH2:16][CH2:17]2)=[N:26][N:25]=1)([CH3:29])[CH3:28]. The catalyst class is: 12. (3) Reactant: F[P-](F)(F)(F)(F)F.CN(C)C(F)=[N+](C)C.[C:16]([O:20][C:21]([NH:23][C@@H:24]([CH:28]([CH3:30])[CH3:29])[C:25]([OH:27])=O)=[O:22])([CH3:19])([CH3:18])[CH3:17].C(N(C(C)C)CC)(C)C.[NH:40]1[C:48]2[C:43](=[CH:44][CH:45]=[CH:46][CH:47]=2)[CH2:42][C@H:41]1[C:49]([O:51][CH2:52][CH3:53])=[O:50]. Product: [C:16]([O:20][C:21]([NH:23][C@@H:24]([CH:28]([CH3:30])[CH3:29])[C:25]([N:40]1[C:48]2[C:43](=[CH:44][CH:45]=[CH:46][CH:47]=2)[CH2:42][C@H:41]1[C:49]([O:51][CH2:52][CH3:53])=[O:50])=[O:27])=[O:22])([CH3:17])([CH3:18])[CH3:19]. The catalyst class is: 91. (4) Reactant: CC(C)N=C=NC(C)C.[CH:10]1[C:15]([CH2:16][CH2:17][CH2:18][C:19]([OH:21])=[O:20])=[CH:14][CH:13]=[C:12]([N:22]([CH2:26][CH2:27][Cl:28])[CH2:23][CH2:24][Cl:25])[CH:11]=1.[CH3:29][CH:30]([CH2:32][CH2:33][CH2:34][C@H:35]([C@@H:37]1[C@:55]2([CH3:56])[C@H:40]([C@H:41]3[C@H:52]([CH2:53][CH2:54]2)[C@:50]2([CH3:51])[C:44]([CH2:45][C@H:46]([CH2:48][CH2:49]2)[OH:47])=[CH:43][CH2:42]3)[CH2:39][CH2:38]1)[CH3:36])[CH3:31].C(=O)(O)[O-].[Na+]. Product: [CH3:31][CH:30]([CH2:32][CH2:33][CH2:34][C@H:35]([C@@H:37]1[C@:55]2([CH3:56])[C@H:40]([C@H:41]3[C@H:52]([CH2:53][CH2:54]2)[C@:50]2([CH3:51])[C:44]([CH2:45][C@H:46]([CH2:48][CH2:49]2)[OH:47])=[CH:43][CH2:42]3)[CH2:39][CH2:38]1)[CH3:36])[CH3:29].[Cl:25][CH2:24][CH2:23][N:22]([CH2:26][CH2:27][Cl:28])[C:12]1[CH:11]=[CH:10][C:15]([CH2:16][CH2:17][CH2:18][C:19]([O-:21])=[O:20])=[CH:14][CH:13]=1. The catalyst class is: 154. (5) The catalyst class is: 32. Product: [C:9]([O:8][C:6]([C:5]1[CH:4]=[N:3][C:2]([NH:15][CH2:16][C@@H:17]([OH:20])[CH2:18][OH:19])=[CH:14][CH:13]=1)=[O:7])([CH3:12])([CH3:11])[CH3:10]. Reactant: Cl[C:2]1[CH:14]=[CH:13][C:5]([C:6]([O:8][C:9]([CH3:12])([CH3:11])[CH3:10])=[O:7])=[CH:4][N:3]=1.[NH2:15][CH2:16][C@@H:17]([OH:20])[CH2:18][OH:19]. (6) Reactant: [Cl:1][C:2]1[CH:3]=[C:4]([NH:16][C:17]2[C:26]3[C:21](=[CH:22][CH:23]=[CH:24][C:25]=3[O:27][C@H:28]([CH3:33])[C:29]([O:31]C)=O)[N:20]=[CH:19][N:18]=2)[CH:5]=[CH:6][C:7]=1[O:8][CH2:9][C:10]1[CH:15]=[CH:14][CH:13]=[CH:12][N:11]=1.[CH3:34][NH2:35]. Product: [Cl:1][C:2]1[CH:3]=[C:4]([NH:16][C:17]2[C:26]3[C:21](=[CH:22][CH:23]=[CH:24][C:25]=3[O:27][C@H:28]([CH3:33])[C:29]([NH:35][CH3:34])=[O:31])[N:20]=[CH:19][N:18]=2)[CH:5]=[CH:6][C:7]=1[O:8][CH2:9][C:10]1[CH:15]=[CH:14][CH:13]=[CH:12][N:11]=1. The catalyst class is: 1.